Dataset: NCI-60 drug combinations with 297,098 pairs across 59 cell lines. Task: Regression. Given two drug SMILES strings and cell line genomic features, predict the synergy score measuring deviation from expected non-interaction effect. (1) Drug 1: C1=CC=C(C(=C1)C(C2=CC=C(C=C2)Cl)C(Cl)Cl)Cl. Drug 2: C#CCC(CC1=CN=C2C(=N1)C(=NC(=N2)N)N)C3=CC=C(C=C3)C(=O)NC(CCC(=O)O)C(=O)O. Cell line: SNB-19. Synergy scores: CSS=-2.00, Synergy_ZIP=-0.0607, Synergy_Bliss=-3.32, Synergy_Loewe=-2.43, Synergy_HSA=-3.80. (2) Drug 1: C1=CC=C(C=C1)NC(=O)CCCCCCC(=O)NO. Drug 2: N.N.Cl[Pt+2]Cl. Cell line: RXF 393. Synergy scores: CSS=44.5, Synergy_ZIP=4.31, Synergy_Bliss=5.78, Synergy_Loewe=6.77, Synergy_HSA=7.25. (3) Drug 1: CS(=O)(=O)OCCCCOS(=O)(=O)C. Drug 2: CC1=C(C(=O)C2=C(C1=O)N3CC4C(C3(C2COC(=O)N)OC)N4)N. Cell line: NCI-H322M. Synergy scores: CSS=-1.55, Synergy_ZIP=3.10, Synergy_Bliss=1.56, Synergy_Loewe=-85.2, Synergy_HSA=-6.40. (4) Drug 1: CCC1(CC2CC(C3=C(CCN(C2)C1)C4=CC=CC=C4N3)(C5=C(C=C6C(=C5)C78CCN9C7C(C=CC9)(C(C(C8N6C)(C(=O)OC)O)OC(=O)C)CC)OC)C(=O)OC)O.OS(=O)(=O)O. Drug 2: CCCCC(=O)OCC(=O)C1(CC(C2=C(C1)C(=C3C(=C2O)C(=O)C4=C(C3=O)C=CC=C4OC)O)OC5CC(C(C(O5)C)O)NC(=O)C(F)(F)F)O. Cell line: SW-620. Synergy scores: CSS=57.6, Synergy_ZIP=-0.786, Synergy_Bliss=-2.45, Synergy_Loewe=-0.811, Synergy_HSA=-1.98. (5) Drug 1: CN(C)N=NC1=C(NC=N1)C(=O)N. Drug 2: CC12CCC3C(C1CCC2O)C(CC4=C3C=CC(=C4)O)CCCCCCCCCS(=O)CCCC(C(F)(F)F)(F)F. Cell line: RXF 393. Synergy scores: CSS=3.28, Synergy_ZIP=-2.54, Synergy_Bliss=-2.90, Synergy_Loewe=-5.67, Synergy_HSA=-2.17. (6) Drug 1: CC1=CC=C(C=C1)C2=CC(=NN2C3=CC=C(C=C3)S(=O)(=O)N)C(F)(F)F. Drug 2: CC1=C2C(C(=O)C3(C(CC4C(C3C(C(C2(C)C)(CC1OC(=O)C(C(C5=CC=CC=C5)NC(=O)C6=CC=CC=C6)O)O)OC(=O)C7=CC=CC=C7)(CO4)OC(=O)C)O)C)OC(=O)C. Cell line: COLO 205. Synergy scores: CSS=47.2, Synergy_ZIP=20.6, Synergy_Bliss=21.2, Synergy_Loewe=12.6, Synergy_HSA=18.3.